Task: Predict which catalyst facilitates the given reaction.. Dataset: Catalyst prediction with 721,799 reactions and 888 catalyst types from USPTO (1) Reactant: [F:1][CH2:2][CH2:3][CH2:4][CH2:5][NH:6][C:7]1[CH:14]=[CH:13][C:10]([C:11]#[N:12])=[CH:9][C:8]=1[N+:15]([O-])=O. Product: [NH2:15][C:8]1[CH:9]=[C:10]([CH:13]=[CH:14][C:7]=1[NH:6][CH2:5][CH2:4][CH2:3][CH2:2][F:1])[C:11]#[N:12]. The catalyst class is: 50. (2) Reactant: [F:1][C:2]([F:26])([F:25])[C:3]([C:6]1[CH:11]=[CH:10][C:9]([N:12]2[CH2:17][CH2:16][N:15]([C:18]([O:20][C:21]([CH3:24])([CH3:23])[CH3:22])=[O:19])[CH2:14][CH2:13]2)=[CH:8][CH:7]=1)([OH:5])[CH3:4].[Br:27]Br. Product: [Br:27][C:8]1[CH:7]=[C:6]([C:3]([OH:5])([CH3:4])[C:2]([F:1])([F:25])[F:26])[CH:11]=[CH:10][C:9]=1[N:12]1[CH2:13][CH2:14][N:15]([C:18]([O:20][C:21]([CH3:22])([CH3:24])[CH3:23])=[O:19])[CH2:16][CH2:17]1. The catalyst class is: 14. (3) The catalyst class is: 2. Reactant: [C:1]([O:5][C:6]([NH:8][C@H:9]([CH:13]([CH3:15])[CH3:14])[C:10]([OH:12])=O)=[O:7])([CH3:4])([CH3:3])[CH3:2].CN(C(ON1N=NC2[CH:27]=[CH:28][CH:29]=[N:30][C:25]1=2)=[N+](C)C)C.F[P-](F)(F)(F)(F)F.N1CCCC1.CCN(CC)CC. Product: [CH3:14][CH:13]([CH3:15])[C@@H:9]([NH:8][C:6](=[O:7])[O:5][C:1]([CH3:2])([CH3:3])[CH3:4])[C:10](=[O:12])[N:30]1[CH2:29][CH2:28][CH2:27][CH2:25]1. (4) Reactant: O.[OH-].[Li+].[O:4]1[C:8]2[CH:9]=[CH:10][C:11]([CH2:13][N:14]3[CH2:18][C@@H:17]([N:19]([C:29](=[O:35])[CH2:30][C:31]([CH3:34])([CH3:33])[CH3:32])[CH2:20][C:21]4[CH:26]=[CH:25][CH:24]=[C:23]([O:27][CH3:28])[CH:22]=4)[CH2:16][C@H:15]3[C:36]([O:38]C)=[O:37])=[CH:12][C:7]=2[O:6][CH2:5]1.CO. Product: [O:4]1[C:8]2[CH:9]=[CH:10][C:11]([CH2:13][N:14]3[CH2:18][C@@H:17]([N:19]([C:29](=[O:35])[CH2:30][C:31]([CH3:34])([CH3:32])[CH3:33])[CH2:20][C:21]4[CH:26]=[CH:25][CH:24]=[C:23]([O:27][CH3:28])[CH:22]=4)[CH2:16][C@H:15]3[C:36]([OH:38])=[O:37])=[CH:12][C:7]=2[O:6][CH2:5]1. The catalyst class is: 6.